The task is: Predict the reactants needed to synthesize the given product.. This data is from Full USPTO retrosynthesis dataset with 1.9M reactions from patents (1976-2016). (1) Given the product [NH2:10][C:6]1[CH:5]=[CH:4][C:3]([C:13]([N:15]2[CH2:16][CH2:17][O:18][CH2:19][CH2:20]2)=[O:14])=[C:2]([F:1])[C:7]=1[O:8][CH3:9], predict the reactants needed to synthesize it. The reactants are: [F:1][C:2]1[C:7]([O:8][CH3:9])=[C:6]([N+:10]([O-])=O)[CH:5]=[CH:4][C:3]=1[C:13]([N:15]1[CH2:20][CH2:19][O:18][CH2:17][CH2:16]1)=[O:14]. (2) Given the product [NH2:2][C:1](=[O:28])[CH:3]([NH:4][C:5]([C:7]1[CH:12]=[C:11]([O:13][C@@H:14]([CH3:19])[C:15]([F:16])([F:18])[F:17])[C:10]([CH:20]2[CH2:21][CH2:22]2)=[CH:9][N:8]=1)=[O:6])[C:23]1([CH3:27])[CH2:26][O:25][CH2:24]1, predict the reactants needed to synthesize it. The reactants are: [C:1]([CH:3]([C:23]1([CH3:27])[CH2:26][O:25][CH2:24]1)[NH:4][C:5]([C:7]1[CH:12]=[C:11]([O:13][C@@H:14]([CH3:19])[C:15]([F:18])([F:17])[F:16])[C:10]([CH:20]2[CH2:22][CH2:21]2)=[CH:9][N:8]=1)=[O:6])#[N:2].[OH-:28].[Na+].OO. (3) The reactants are: N#N.[NH2:3][C:4]1[C:9]([N+:10]([O-:12])=[O:11])=[C:8]([CH3:13])[CH:7]=[CH:6][N:5]=1.[N:14]1[CH:19]=[CH:18][CH:17]=[CH:16][C:15]=1[CH:20]=O. Given the product [NH2:3][C:4]1[C:9]([N+:10]([O-:12])=[O:11])=[C:8]([CH:13]=[CH:20][C:15]2[CH:16]=[CH:17][CH:18]=[CH:19][N:14]=2)[CH:7]=[CH:6][N:5]=1, predict the reactants needed to synthesize it. (4) Given the product [Cl:11][C:12]1[CH:13]=[CH:14][C:15]([O:16][CH2:17][CH2:18][CH2:19][C:20]2[N:24]=[C:23]3[N:25]=[C:5]([CH3:6])[CH:4]=[C:3]([C:2]([F:10])([F:9])[F:1])[N:22]3[N:21]=2)=[CH:26][CH:27]=1, predict the reactants needed to synthesize it. The reactants are: [F:1][C:2]([F:10])([F:9])[C:3](=O)[CH2:4][C:5](=O)[CH3:6].[Cl:11][C:12]1[CH:27]=[CH:26][C:15]([O:16][CH2:17][CH2:18][CH2:19][C:20]2[N:24]=[C:23]([NH2:25])[NH:22][N:21]=2)=[CH:14][CH:13]=1. (5) Given the product [N:1]([CH2:4][CH2:5][CH2:6][CH2:7][O:8][C:24]1[N:23]=[C:22]([NH:30][CH2:31][C:32]2[CH:37]=[CH:36][CH:35]=[C:34]([C:38]([F:39])([F:40])[F:41])[CH:33]=2)[C:21]2[C:26](=[CH:27][CH:28]=[C:19]([CH:18]([C:15]3[CH:14]=[CH:13][C:12]([Cl:11])=[CH:17][CH:16]=3)[C:42]3[CH:47]=[CH:46][C:45]([Cl:48])=[CH:44][CH:43]=3)[CH:20]=2)[N:25]=1)=[N+:2]=[N-:3], predict the reactants needed to synthesize it. The reactants are: [N:1]([CH2:4][CH2:5][CH2:6][CH2:7][OH:8])=[N+:2]=[N-:3].[H-].[Na+].[Cl:11][C:12]1[CH:17]=[CH:16][C:15]([CH:18]([C:42]2[CH:47]=[CH:46][C:45]([Cl:48])=[CH:44][CH:43]=2)[C:19]2[CH:20]=[C:21]3[C:26](=[CH:27][CH:28]=2)[N:25]=[C:24](Cl)[N:23]=[C:22]3[NH:30][CH2:31][C:32]2[CH:37]=[CH:36][CH:35]=[C:34]([C:38]([F:41])([F:40])[F:39])[CH:33]=2)=[CH:14][CH:13]=1. (6) Given the product [NH:1]1[CH:5]=[CH:4][N:3]=[C:2]1[CH2:6][N:7]([CH2:14][C:15]1[CH:16]=[CH:17][C:18]([CH2:19][N:20]2[CH:24]([C:25]([O:27][CH3:45])=[O:26])[CH2:23][C:22]3([CH2:32][CH2:31][N:30]([CH:33]4[CH2:38][CH2:37][CH2:36][CH2:35][CH2:34]4)[CH2:29][CH2:28]3)[CH2:21]2)=[CH:39][CH:40]=1)[CH2:8][C:9]1[NH:13][CH:12]=[CH:11][N:10]=1, predict the reactants needed to synthesize it. The reactants are: [NH:1]1[CH:5]=[CH:4][N:3]=[C:2]1[CH2:6][N:7]([CH2:14][C:15]1[CH:40]=[CH:39][C:18]([CH2:19][N:20]2[CH:24]([C:25]([OH:27])=[O:26])[CH2:23][C:22]3([CH2:32][CH2:31][N:30]([CH:33]4[CH2:38][CH2:37][CH2:36][CH2:35][CH2:34]4)[CH2:29][CH2:28]3)[CH2:21]2)=[CH:17][CH:16]=1)[CH2:8][C:9]1[NH:10][CH:11]=[CH:12][N:13]=1.S(Cl)(Cl)=O.[CH3:45]O. (7) Given the product [OH:6][CH2:7][CH2:8][CH2:9][CH:10]1[O:14][B:13]([OH:15])[C:12]2[CH:16]=[C:17]([O:20][C:21]3[CH:26]=[CH:25][CH:24]=[CH:23][CH:22]=3)[CH:18]=[CH:19][C:11]1=2, predict the reactants needed to synthesize it. The reactants are: C([Si](C)(C)[O:6][CH2:7][CH2:8][CH2:9][CH:10]1[O:14][B:13]([OH:15])[C:12]2[CH:16]=[C:17]([O:20][C:21]3[CH:26]=[CH:25][CH:24]=[CH:23][CH:22]=3)[CH:18]=[CH:19][C:11]1=2)(C)(C)C.O.C(O)(=O)C. (8) Given the product [Si:3]([O:20][CH2:21][CH2:22][O:23][CH2:24][C@H:25]([O:36][C:38]1[N:43]=[CH:42][N:41]=[C:40]2[N:44]([C:47]3[CH:52]=[CH:51][CH:50]=[CH:49][C:48]=3[Cl:53])[N:45]=[CH:46][C:39]=12)[C:26]([NH:28][C:29]1[CH:34]=[CH:33][C:32]([CH3:35])=[CH:31][N:30]=1)=[O:27])([C:16]([CH3:19])([CH3:18])[CH3:17])([C:10]1[CH:11]=[CH:12][CH:13]=[CH:14][CH:15]=1)[C:4]1[CH:5]=[CH:6][CH:7]=[CH:8][CH:9]=1, predict the reactants needed to synthesize it. The reactants are: [H-].[Na+].[Si:3]([O:20][CH2:21][CH2:22][O:23][CH2:24][C@H:25]([OH:36])[C:26]([NH:28][C:29]1[CH:34]=[CH:33][C:32]([CH3:35])=[CH:31][N:30]=1)=[O:27])([C:16]([CH3:19])([CH3:18])[CH3:17])([C:10]1[CH:15]=[CH:14][CH:13]=[CH:12][CH:11]=1)[C:4]1[CH:9]=[CH:8][CH:7]=[CH:6][CH:5]=1.Cl[C:38]1[N:43]=[CH:42][N:41]=[C:40]2[N:44]([C:47]3[CH:52]=[CH:51][CH:50]=[CH:49][C:48]=3[Cl:53])[N:45]=[CH:46][C:39]=12.C(O)(=O)CC(CC(O)=O)(C(O)=O)O. (9) Given the product [NH:11]1[C:19]2[C:14](=[CH:15][C:16]([NH:20][C:2]3[N:7]=[CH:6][N:5]=[C:4]4[NH:8][N:9]=[CH:10][C:3]=34)=[CH:17][CH:18]=2)[CH:13]=[N:12]1, predict the reactants needed to synthesize it. The reactants are: Cl[C:2]1[N:7]=[CH:6][N:5]=[C:4]2[NH:8][N:9]=[CH:10][C:3]=12.[NH:11]1[C:19]2[C:14](=[CH:15][C:16]([NH2:20])=[CH:17][CH:18]=2)[CH:13]=[N:12]1.C(O)C.Cl.